Dataset: CYP2C9 inhibition data for predicting drug metabolism from PubChem BioAssay. Task: Regression/Classification. Given a drug SMILES string, predict its absorption, distribution, metabolism, or excretion properties. Task type varies by dataset: regression for continuous measurements (e.g., permeability, clearance, half-life) or binary classification for categorical outcomes (e.g., BBB penetration, CYP inhibition). Dataset: cyp2c9_veith. (1) The drug is c1ccc2c(c1)c1ccccc1n2Cn1c2ccccc2c2ccccc21. The result is 0 (non-inhibitor). (2) The molecule is COCOc1cc(OC)ccc1C(=O)/C=C\c1ccc2c(c1)OCO2. The result is 1 (inhibitor). (3) The molecule is Cc1cccc(NC(=S)N2CCC(N(C)CC3CCCO3)CC2)c1C. The result is 0 (non-inhibitor). (4) The compound is CN(C)CCCN1c2ccc(O)cc2Sc2ccc(Cl)cc21. The result is 0 (non-inhibitor). (5) The molecule is NC(=O)Nn1c(CCC(=O)O)ccc1-c1ccc(F)cc1. The result is 0 (non-inhibitor). (6) The compound is O=C(COc1ccc(Br)cc1)Nc1ccc([N+](=O)[O-])cn1. The result is 0 (non-inhibitor). (7) The drug is NCCNc1ncnc2ccc(Cl)cc12. The result is 0 (non-inhibitor). (8) The drug is COC(=O)C(C(=O)OC)C(C[N+](=O)[O-])c1ccc(OC)c(OC)c1. The result is 0 (non-inhibitor).